Task: Binary Classification. Given a T-cell receptor sequence (or CDR3 region) and an epitope sequence, predict whether binding occurs between them.. Dataset: TCR-epitope binding with 47,182 pairs between 192 epitopes and 23,139 TCRs (1) The epitope is GTSGSPIIDK. The TCR CDR3 sequence is CASSLSGTDTQYF. Result: 1 (the TCR binds to the epitope). (2) The epitope is KAYNVTQAF. The TCR CDR3 sequence is CASSHQQGKVQPQHF. Result: 1 (the TCR binds to the epitope). (3) The epitope is RAKFKQLL. The TCR CDR3 sequence is CASSPGTGEGYEQYF. Result: 1 (the TCR binds to the epitope). (4) The epitope is TTLPVNVAF. The TCR CDR3 sequence is CAWSWSGGGTGELFF. Result: 0 (the TCR does not bind to the epitope). (5) The epitope is FLNGSCGSV. The TCR CDR3 sequence is CASSQDPGFEQYF. Result: 1 (the TCR binds to the epitope). (6) The epitope is TSNQVAVLY. The TCR CDR3 sequence is CASSPGSVNTEAFF. Result: 1 (the TCR binds to the epitope). (7) The epitope is TSNQVAVLY. The TCR CDR3 sequence is CASTLASSTDTQYF. Result: 0 (the TCR does not bind to the epitope). (8) The epitope is MLNIPSINV. The TCR CDR3 sequence is CASSIGGRTRGWTDTQYF. Result: 0 (the TCR does not bind to the epitope). (9) The epitope is DPFRLLQNSQVFS. The TCR CDR3 sequence is CASSLASQGNTEAFF. Result: 0 (the TCR does not bind to the epitope). (10) The epitope is VVYRGTTTY. The TCR CDR3 sequence is CASSLAESFYNEQFF. Result: 0 (the TCR does not bind to the epitope).